Task: Predict the reactants needed to synthesize the given product.. Dataset: Full USPTO retrosynthesis dataset with 1.9M reactions from patents (1976-2016) (1) Given the product [CH3:30][C@H:25]1[O:26][C@@H:27]([CH3:29])[CH2:28][N:23]([C:21]2[CH:20]=[CH:19][CH:18]=[C:17]([C:9]3[CH:13]=[CH:12][O:11][C:10]=3[CH3:14])[N:22]=2)[CH2:24]1, predict the reactants needed to synthesize it. The reactants are: CC1(C)C(C)(C)OB([C:9]2[CH:13]=[CH:12][O:11][C:10]=2[CH3:14])O1.Br[C:17]1[N:22]=[C:21]([N:23]2[CH2:28][C@H:27]([CH3:29])[O:26][C@H:25]([CH3:30])[CH2:24]2)[CH:20]=[CH:19][CH:18]=1.O.C(=O)([O-])[O-].[Na+].[Na+]. (2) Given the product [F:1][C:2]1[CH:18]=[CH:17][CH:16]=[C:15]([F:19])[C:3]=1[CH2:4][O:5][C:6]1[CH:7]=[CH:8][C:9]([CH2:12][C:13]2[NH:22][N:21]=[N:20][N:14]=2)=[CH:10][CH:11]=1, predict the reactants needed to synthesize it. The reactants are: [F:1][C:2]1[CH:18]=[CH:17][CH:16]=[C:15]([F:19])[C:3]=1[CH2:4][O:5][C:6]1[CH:11]=[CH:10][C:9]([CH2:12][C:13]#[N:14])=[CH:8][CH:7]=1.[N-:20]=[N+:21]=[N-:22].[Na+].[Cl-].[NH4+]. (3) Given the product [F:72][C:68]1[C:69]([F:71])=[CH:70][C:65]([C:62]2[CH:63]=[CH:64][C:59]([O:58][CH2:57][C:54]3[CH:55]=[CH:56][C:51]4[O:50][N:49]=[C:48]([N:42]([CH2:41][C:40]([OH:75])=[O:39])[CH2:43][CH2:44][CH2:45][O:46][CH3:47])[C:52]=4[CH:53]=3)=[CH:60][CH:61]=2)=[C:66]([O:73][CH3:74])[CH:67]=1, predict the reactants needed to synthesize it. The reactants are: FC1C(F)=CC(C2C=CC(OCC3C=CC4ON=C(N(CC(O)=O)CCOC)C=4C=3)=CC=2)=C(OC)C=1.C([O:39][C:40](=[O:75])[CH2:41][N:42]([C:48]1[C:52]2[CH:53]=[C:54]([CH2:57][O:58][C:59]3[CH:64]=[CH:63][C:62]([C:65]4[CH:70]=[C:69]([F:71])[C:68]([F:72])=[CH:67][C:66]=4[O:73][CH3:74])=[CH:61][CH:60]=3)[CH:55]=[CH:56][C:51]=2[O:50][N:49]=1)[CH2:43][CH2:44][CH2:45][O:46][CH3:47])C.